From a dataset of Catalyst prediction with 721,799 reactions and 888 catalyst types from USPTO. Predict which catalyst facilitates the given reaction. Reactant: [CH:1]1[C:9]2[C:8]3[CH:10]=[CH:11][CH:12]=[CH:13][C:7]=3[O:6][C:5]=2[C:4]([C:14]2[CH:19]=[C:18]([C:20]3[C:25]4[O:26][C:27]5[CH:32]=[CH:31][CH:30]=[CH:29][C:28]=5[C:24]=4[CH:23]=[CH:22][CH:21]=3)[CH:17]=[CH:16][C:15]=2[OH:33])=[CH:3][CH:2]=1.C(Cl)Cl.C(N(CC)CC)C.[C:44](Cl)(=[O:47])[CH:45]=[CH2:46]. Product: [C:44]([O:33][C:15]1[CH:16]=[CH:17][C:18]([C:20]2[C:25]3[O:26][C:27]4[CH:32]=[CH:31][CH:30]=[CH:29][C:28]=4[C:24]=3[CH:23]=[CH:22][CH:21]=2)=[CH:19][C:14]=1[C:4]1[C:5]2[O:6][C:7]3[CH:13]=[CH:12][CH:11]=[CH:10][C:8]=3[C:9]=2[CH:1]=[CH:2][CH:3]=1)(=[O:47])[CH:45]=[CH2:46]. The catalyst class is: 6.